This data is from Reaction yield outcomes from USPTO patents with 853,638 reactions. The task is: Predict the reaction yield, written as a fraction of the theoretical maximum amount of product (1.0 means a 100% yield; for example, 0.34 means a 34% yield). (1) The reactants are [F:1][C:2]1[CH:3]=[C:4]2[C:8](=[CH:9][CH:10]=1)[NH:7][CH:6]=[CH:5]2.FC(F)(F)[C:13]([O:15][C:16](=O)C(F)(F)F)=[O:14].O. The catalyst is CN(C=O)C. The product is [CH3:16][O:15][C:13]([C:5]1[C:4]2[C:8](=[CH:9][CH:10]=[C:2]([F:1])[CH:3]=2)[NH:7][CH:6]=1)=[O:14]. The yield is 0.830. (2) The reactants are [Cl:1][C:2]1[CH:3]=[C:4]([CH:9]2[O:14][CH2:13][CH2:12][NH:11][CH2:10]2)[CH:5]=[C:6]([Cl:8])[CH:7]=1.[F:15][C:16]([F:21])([F:20])[C@@H:17]1[CH2:19][O:18]1. The catalyst is C(#N)C. The product is [Cl:8][C:6]1[CH:5]=[C:4]([CH:9]2[CH2:10][N:11]([CH2:19][C@H:17]([OH:18])[C:16]([F:21])([F:20])[F:15])[CH2:12][CH2:13][O:14]2)[CH:3]=[C:2]([Cl:1])[CH:7]=1. The yield is 0.980.